This data is from Catalyst prediction with 721,799 reactions and 888 catalyst types from USPTO. The task is: Predict which catalyst facilitates the given reaction. Reactant: [Cl:1][C:2]1[CH:7]=[CH:6][C:5]([C@H:8]([NH:10][C:11]([NH:13][C:14]2[N:19]=[CH:18][C:17]3[C:20]([C:23]4[CH:28]=[CH:27][N:26]=[C:25]([CH3:29])[CH:24]=4)=[N:21][NH:22][C:16]=3[CH:15]=2)=[O:12])[CH3:9])=[CH:4][CH:3]=1.C1C(=O)N([Br:37])C(=O)C1.[O-]S([O-])(=S)=O.[Na+].[Na+]. Product: [Br:37][C:15]1[C:16]2[NH:22][N:21]=[C:20]([C:23]3[CH:28]=[CH:27][N:26]=[C:25]([CH3:29])[CH:24]=3)[C:17]=2[CH:18]=[N:19][C:14]=1[NH:13][C:11]([NH:10][C@@H:8]([C:5]1[CH:6]=[CH:7][C:2]([Cl:1])=[CH:3][CH:4]=1)[CH3:9])=[O:12]. The catalyst class is: 23.